Dataset: Forward reaction prediction with 1.9M reactions from USPTO patents (1976-2016). Task: Predict the product of the given reaction. (1) The product is: [Br:1][C:2]1[CH:3]=[CH:4][C:5]([O:10][CH2:11][C:12]2([CH3:16])[CH2:15][O:14][CH2:13]2)=[C:6]([CH:7]=[N:34][C:32]([O:41][Si:18]([CH3:20])([CH3:19])[CH3:17])=[CH2:33])[CH:9]=1. Given the reactants [Br:1][C:2]1[CH:3]=[CH:4][C:5]([O:10][CH2:11][C:12]2([CH3:16])[CH2:15][O:14][CH2:13]2)=[C:6]([CH:9]=1)[CH:7]=O.[CH3:17][Si:18]([N-][Si:18]([CH3:20])([CH3:19])[CH3:17])([CH3:20])[CH3:19].[Li+].C[Si](Cl)(C)C.[CH2:32]([N:34](CC)CC)[CH3:33].C(Cl)(=[O:41])C, predict the reaction product. (2) Given the reactants CN(C)CC.[F:6][C:7]1[CH:41]=[CH:40][C:10]([CH2:11][N:12]2[CH2:39][CH2:38][N:15]3[C:16]4[N:37]=[CH:36][CH:35]=[CH:34][C:17]=4[N:18]([C:21]([CH:23]4[CH2:26][N:25]([C:27]([O:29][C:30]([CH3:33])([CH3:32])[CH3:31])=[O:28])[CH2:24]4)=O)[CH2:19][CH2:20][CH:14]3[CH2:13]2)=[CH:9][CH:8]=1, predict the reaction product. The product is: [F:6][C:7]1[CH:8]=[CH:9][C:10]([CH2:11][N:12]2[CH2:39][CH2:38][N:15]3[C:16]4[N:37]=[CH:36][CH:35]=[CH:34][C:17]=4[N:18]([CH2:21][CH:23]4[CH2:24][N:25]([C:27]([O:29][C:30]([CH3:33])([CH3:32])[CH3:31])=[O:28])[CH2:26]4)[CH2:19][CH2:20][CH:14]3[CH2:13]2)=[CH:40][CH:41]=1. (3) Given the reactants CO[C:3]([C:5]1[CH:10]=[N:9][C:8]([O:11][CH2:12][C:13]2[C:14]([C:18]3[CH:23]=[CH:22][C:21]([F:24])=[CH:20][CH:19]=3)=[N:15][O:16][CH:17]=2)=[CH:7][N:6]=1)=[O:4].[NH2:25][CH2:26][CH:27]1[CH2:29][CH2:28]1, predict the reaction product. The product is: [CH:27]1([CH2:26][NH:25][C:3]([C:5]2[CH:10]=[N:9][C:8]([O:11][CH2:12][C:13]3[C:14]([C:18]4[CH:19]=[CH:20][C:21]([F:24])=[CH:22][CH:23]=4)=[N:15][O:16][CH:17]=3)=[CH:7][N:6]=2)=[O:4])[CH2:29][CH2:28]1. (4) Given the reactants C(N1C=CN=C1)(N1C=CN=C1)=O.O[C:14]1[C:23]([CH3:24])=[CH:22][C:21]([I:25])=[CH:20][C:15]=1[C:16]([NH:18][OH:19])=[O:17], predict the reaction product. The product is: [I:25][C:21]1[CH:22]=[C:23]([CH3:24])[C:14]2[O:19][NH:18][C:16](=[O:17])[C:15]=2[CH:20]=1.